Predict the product of the given reaction. From a dataset of Forward reaction prediction with 1.9M reactions from USPTO patents (1976-2016). Given the reactants [NH2:1][C:2]1[CH:23]=[CH:22][C:5]([O:6][C:7]2[CH:16]=[CH:15][N:14]=[C:13]3[C:8]=2[C:9]2[CH:21]=[CH:20][CH:19]=[CH:18][C:10]=2[C:11](=[O:17])[NH:12]3)=[CH:4][C:3]=1[F:24].[F:25][C:26]1[CH:31]=[CH:30][C:29]([N:32]2[CH:37]=[CH:36][CH:35]=[C:34]([C:38](O)=[O:39])[C:33]2=[O:41])=[CH:28][CH:27]=1, predict the reaction product. The product is: [F:24][C:3]1[CH:4]=[C:5]([O:6][C:7]2[CH:16]=[CH:15][N:14]=[C:13]3[C:8]=2[C:9]2[CH:21]=[CH:20][CH:19]=[CH:18][C:10]=2[C:11](=[O:17])[NH:12]3)[CH:22]=[CH:23][C:2]=1[NH:1][C:38]([C:34]1[C:33](=[O:41])[N:32]([C:29]2[CH:28]=[CH:27][C:26]([F:25])=[CH:31][CH:30]=2)[CH:37]=[CH:36][CH:35]=1)=[O:39].